From a dataset of Catalyst prediction with 721,799 reactions and 888 catalyst types from USPTO. Predict which catalyst facilitates the given reaction. (1) Reactant: C1(P(C2C=CC=CC=2)(S)=[S:8])C=CC=CC=1.[CH2:16]([O:18][C:19](=[O:24])[CH:20]([C:22]#[N:23])[CH3:21])[CH3:17].CCOC(C)=O. Product: [NH2:23][C:22](=[S:8])[CH:20]([CH3:21])[C:19]([O:18][CH2:16][CH3:17])=[O:24]. The catalyst class is: 32. (2) The catalyst class is: 7. Reactant: C([Li])CCC.[CH3:6][N:7]1[C:11]([CH3:12])=[CH:10][CH:9]=[N:8]1.[C:13]1(=[O:19])[CH2:18][CH2:17][CH2:16][CH2:15][CH2:14]1. Product: [CH3:12][C:11]1[N:7]([CH2:6][C:13]2([OH:19])[CH2:18][CH2:17][CH2:16][CH2:15][CH2:14]2)[N:8]=[CH:9][CH:10]=1.